This data is from Full USPTO retrosynthesis dataset with 1.9M reactions from patents (1976-2016). The task is: Predict the reactants needed to synthesize the given product. (1) The reactants are: [BH4-].[Na+].C(=[C:10]1[CH:21]=[CH:20][C:13]2[CH2:14][C:15]([NH:17][C:18](=[O:19])[C:12]=2[CH2:11]1)=[O:16])C1C=CC=CC=1.O. Given the product [CH2:18]([CH:14]1[C:13]2[C:12](=[CH:11][CH:10]=[CH:21][CH:20]=2)[C:18](=[O:19])[NH:17][CH:15]1[OH:16])[C:12]1[CH:13]=[CH:20][CH:21]=[CH:10][CH:11]=1, predict the reactants needed to synthesize it. (2) Given the product [Cl:36][C:37]1[CH:42]=[CH:41][C:40]([CH:43]2[CH2:44][CH2:45][N:46]([CH2:2][C:3]3[CH:12]=[N:11][C:10]4[N:9]5[CH2:13][CH2:14][CH2:15][CH2:16][C@H:8]5[C:7](=[O:17])[NH:6][C:5]=4[CH:4]=3)[CH2:47][CH2:48]2)=[CH:39][CH:38]=1, predict the reactants needed to synthesize it. The reactants are: O[CH2:2][C:3]1[CH:12]=[N:11][C:10]2[N:9]3[CH2:13][CH2:14][CH2:15][CH2:16][C@H:8]3[C:7](=[O:17])[NH:6][C:5]=2[CH:4]=1.[I-].C(C[P+](C)(C)C)#N.C(N(C(C)C)C(C)C)C.Cl.[Cl:36][C:37]1[CH:42]=[CH:41][C:40]([CH:43]2[CH2:48][CH2:47][NH:46][CH2:45][CH2:44]2)=[CH:39][CH:38]=1. (3) Given the product [CH:23]1([CH:64]([CH:8]2[CH2:7][CH2:9]2)[N:62]([CH3:61])[C:58]([C:54]2[CH:53]=[C:52]([NH:51][C:47]3[CH:48]=[C:49]4[C:44](=[CH:45][CH:46]=3)[CH2:43][C:35]3([C:36]5[C:37](=[N:38][CH:39]=[CH:40][CH:41]=5)[NH:42][C:34]3=[O:33])[CH2:50]4)[N:57]=[CH:56][N:55]=2)=[O:60])[CH2:24][CH2:19]1, predict the reactants needed to synthesize it. The reactants are: CCN([CH:7]([CH3:9])[CH3:8])C(C)C.CN(C(ON1N=NC2C=C[CH:23]=[CH:24][C:19]1=2)=[N+](C)C)C.[B-](F)(F)(F)F.Cl.[O:33]=[C:34]1[NH:42][C:37]2=[N:38][CH:39]=[CH:40][CH:41]=[C:36]2[C:35]21[CH2:50][C:49]1[C:44](=[CH:45][CH:46]=[C:47]([NH:51][C:52]3[N:57]=[CH:56][N:55]=[C:54]([C:58]([OH:60])=O)[CH:53]=3)[CH:48]=1)[CH2:43]2.[CH3:61][N:62]([CH:64]=O)C. (4) Given the product [C@H:14]1([NH:15][C:16](=[O:21])[C:17]([F:20])([F:18])[F:19])[C@@H:9]2[N:10]([C:4]3[CH:3]=[CH:2][CH:27]=[CH:26][C:5]=3[O:6][C:7]3[CH:25]=[CH:24][CH:23]=[CH:22][C:8]=32)[CH2:11][CH2:12][CH2:13]1, predict the reactants needed to synthesize it. The reactants are: Cl[C:2]1[CH:27]=[CH:26][C:5]2[O:6][C:7]3[CH:25]=[CH:24][CH:23]=[CH:22][C:8]=3[C@@H:9]3[C@H:14]([NH:15][C:16](=[O:21])[C:17]([F:20])([F:19])[F:18])[CH2:13][CH2:12][CH2:11][N:10]3[C:4]=2[CH:3]=1. (5) Given the product [F:33][C:34]1[C:39]([NH:40][C:22]2[CH:21]=[C:20]([C:18]3[N:19]=[C:14]([N:11]4[CH2:10][CH2:9][NH:8][CH2:13][CH2:12]4)[C:15]4[C:30]([O:31][CH3:32])=[CH:29][N:28]=[CH:27][C:16]=4[N:17]=3)[CH:25]=[CH:24][N:23]=2)=[CH:38][CH:37]=[CH:36][N:35]=1, predict the reactants needed to synthesize it. The reactants are: C(OC([N:8]1[CH2:13][CH2:12][N:11]([C:14]2[C:15]3[C:30]([O:31][CH3:32])=[CH:29][N:28]=[CH:27][C:16]=3[N:17]=[C:18]([C:20]3[CH:25]=[CH:24][N:23]=[C:22](Cl)[CH:21]=3)[N:19]=2)[CH2:10][CH2:9]1)=O)(C)(C)C.[F:33][C:34]1[C:39]([NH2:40])=[CH:38][CH:37]=[CH:36][N:35]=1. (6) Given the product [CH3:18][C:17]1[CH:16]=[C:15]2[C:10]([CH:11]=[CH:12][CH:13]=[N:14]2)=[CH:9][C:8]=1[CH2:7][C:6]([OH:19])=[O:5], predict the reactants needed to synthesize it. The reactants are: C([O:5][C:6](=[O:19])[CH2:7][C:8]1[CH:9]=[C:10]2[C:15](=[CH:16][C:17]=1[CH3:18])[N:14]=[CH:13][CH:12]=[CH:11]2)(C)(C)C.